Dataset: NCI-60 drug combinations with 297,098 pairs across 59 cell lines. Task: Regression. Given two drug SMILES strings and cell line genomic features, predict the synergy score measuring deviation from expected non-interaction effect. (1) Drug 1: C1CCN(CC1)CCOC2=CC=C(C=C2)C(=O)C3=C(SC4=C3C=CC(=C4)O)C5=CC=C(C=C5)O. Drug 2: CC12CCC3C(C1CCC2O)C(CC4=C3C=CC(=C4)O)CCCCCCCCCS(=O)CCCC(C(F)(F)F)(F)F. Cell line: DU-145. Synergy scores: CSS=0.182, Synergy_ZIP=0.187, Synergy_Bliss=0.312, Synergy_Loewe=-2.39, Synergy_HSA=-2.52. (2) Drug 1: CC1=CC2C(CCC3(C2CCC3(C(=O)C)OC(=O)C)C)C4(C1=CC(=O)CC4)C. Drug 2: CC12CCC3C(C1CCC2O)C(CC4=C3C=CC(=C4)O)CCCCCCCCCS(=O)CCCC(C(F)(F)F)(F)F. Cell line: MOLT-4. Synergy scores: CSS=3.78, Synergy_ZIP=-2.21, Synergy_Bliss=0.729, Synergy_Loewe=-1.49, Synergy_HSA=-1.09. (3) Drug 1: C1CC(=O)NC(=O)C1N2CC3=C(C2=O)C=CC=C3N. Drug 2: CC1C(C(=O)NC(C(=O)N2CCCC2C(=O)N(CC(=O)N(C(C(=O)O1)C(C)C)C)C)C(C)C)NC(=O)C3=C4C(=C(C=C3)C)OC5=C(C(=O)C(=C(C5=N4)C(=O)NC6C(OC(=O)C(N(C(=O)CN(C(=O)C7CCCN7C(=O)C(NC6=O)C(C)C)C)C)C(C)C)C)N)C. Cell line: M14. Synergy scores: CSS=1.57, Synergy_ZIP=0.140, Synergy_Bliss=1.06, Synergy_Loewe=1.02, Synergy_HSA=0.431. (4) Synergy scores: CSS=1.37, Synergy_ZIP=-1.65, Synergy_Bliss=-4.25, Synergy_Loewe=-4.02, Synergy_HSA=-5.44. Cell line: NCI-H226. Drug 2: C(CN)CNCCSP(=O)(O)O. Drug 1: C1CNP(=O)(OC1)N(CCCl)CCCl. (5) Drug 1: C1CC(C1)(C(=O)O)C(=O)O.[NH2-].[NH2-].[Pt+2]. Drug 2: C1=NC(=NC(=O)N1C2C(C(C(O2)CO)O)O)N. Synergy scores: CSS=3.93, Synergy_ZIP=-4.44, Synergy_Bliss=-7.04, Synergy_Loewe=-10.3, Synergy_HSA=-7.07. Cell line: SK-OV-3. (6) Drug 1: C1=CC(=CC=C1CC(C(=O)O)N)N(CCCl)CCCl.Cl. Drug 2: CN1C(=O)N2C=NC(=C2N=N1)C(=O)N. Cell line: MDA-MB-231. Synergy scores: CSS=6.24, Synergy_ZIP=-5.14, Synergy_Bliss=-6.12, Synergy_Loewe=-12.7, Synergy_HSA=-6.50. (7) Drug 1: CCN(CC)CCCC(C)NC1=C2C=C(C=CC2=NC3=C1C=CC(=C3)Cl)OC. Drug 2: COCCOC1=C(C=C2C(=C1)C(=NC=N2)NC3=CC=CC(=C3)C#C)OCCOC.Cl. Cell line: HL-60(TB). Synergy scores: CSS=44.0, Synergy_ZIP=23.7, Synergy_Bliss=16.2, Synergy_Loewe=18.8, Synergy_HSA=18.1. (8) Drug 1: C1=C(C(=O)NC(=O)N1)F. Drug 2: CC(C1=C(C=CC(=C1Cl)F)Cl)OC2=C(N=CC(=C2)C3=CN(N=C3)C4CCNCC4)N. Cell line: SK-MEL-5. Synergy scores: CSS=31.8, Synergy_ZIP=-9.85, Synergy_Bliss=-15.3, Synergy_Loewe=-19.1, Synergy_HSA=-18.6. (9) Drug 1: CC1=C(N=C(N=C1N)C(CC(=O)N)NCC(C(=O)N)N)C(=O)NC(C(C2=CN=CN2)OC3C(C(C(C(O3)CO)O)O)OC4C(C(C(C(O4)CO)O)OC(=O)N)O)C(=O)NC(C)C(C(C)C(=O)NC(C(C)O)C(=O)NCCC5=NC(=CS5)C6=NC(=CS6)C(=O)NCCC[S+](C)C)O. Drug 2: C1=CC=C(C(=C1)C(C2=CC=C(C=C2)Cl)C(Cl)Cl)Cl. Cell line: SK-MEL-28. Synergy scores: CSS=-9.52, Synergy_ZIP=9.45, Synergy_Bliss=13.8, Synergy_Loewe=0.631, Synergy_HSA=1.18.